From a dataset of Full USPTO retrosynthesis dataset with 1.9M reactions from patents (1976-2016). Predict the reactants needed to synthesize the given product. (1) Given the product [CH:24]1([C:27]2[N:32]=[C:31]([C:33]3[NH:1][C:2]4=[N:7][C:6]([N:8]5[CH2:13][CH2:12][O:11][C@@H:10]([C:14]([N:16]6[CH2:20][CH2:19][CH2:18][CH2:17]6)=[O:15])[CH2:9]5)=[CH:5][CH:4]=[C:3]4[N:21]=3)[CH:30]=[CH:29][CH:28]=2)[CH2:26][CH2:25]1, predict the reactants needed to synthesize it. The reactants are: [NH2:1][C:2]1[N:7]=[C:6]([N:8]2[CH2:13][CH2:12][O:11][C@@H:10]([C:14]([N:16]3[CH2:20][CH2:19][CH2:18][CH2:17]3)=[O:15])[CH2:9]2)[CH:5]=[CH:4][C:3]=1[N+:21]([O-])=O.[CH:24]1([C:27]2[N:32]=[C:31]([CH:33]=O)[CH:30]=[CH:29][CH:28]=2)[CH2:26][CH2:25]1. (2) Given the product [F:1][C:2]1[CH:18]=[CH:17][C:16]([O:19][C:20]([F:23])([F:21])[F:22])=[CH:15][C:3]=1[C:4]([NH:6][C:7]1[CH:12]=[CH:11][NH:10][C:9](=[O:13])[CH:8]=1)=[O:5], predict the reactants needed to synthesize it. The reactants are: [F:1][C:2]1[CH:18]=[CH:17][C:16]([O:19][C:20]([F:23])([F:22])[F:21])=[CH:15][C:3]=1[C:4]([NH:6][C:7]1[CH:12]=[CH:11][N:10]=[C:9]([O:13]C)[CH:8]=1)=[O:5].[Si](I)(C)(C)C. (3) Given the product [C:22]([O:25][CH2:26][C:27]([NH:20][C:15]1[CH:16]=[N:17][C:18]2[C:13]([C:14]=1[OH:21])=[CH:12][CH:11]=[C:10]([Br:9])[CH:19]=2)=[O:28])(=[O:24])[CH3:23], predict the reactants needed to synthesize it. The reactants are: C(N(CC)CC)C.[Cl-].[Br:9][C:10]1[CH:19]=[C:18]2[C:13]([C:14]([OH:21])=[C:15]([NH3+:20])[CH:16]=[N:17]2)=[CH:12][CH:11]=1.[C:22]([O:25][CH2:26][C:27](Cl)=[O:28])(=[O:24])[CH3:23]. (4) Given the product [C:22]([O:26][C:27]([N:29]1[CH:13]([C:11](=[O:12])[NH:10][CH2:9][C:8]([C:5]2[CH:4]=[CH:3][C:2]([Br:1])=[CH:7][CH:6]=2)=[O:21])[CH:17]2[CH2:16][CH:30]1[CH2:31][CH2:32]2)=[O:28])([CH3:25])([CH3:24])[CH3:23], predict the reactants needed to synthesize it. The reactants are: [Br:1][C:2]1[CH:7]=[CH:6][C:5]([C:8](=[O:21])[CH2:9][NH:10][C:11]([CH:13]2[CH2:17][CH2:16]N(C(O)=O)C2)=[O:12])=[CH:4][CH:3]=1.[C:22]([O:26][C:27]([N:29]1C(C(O)=O)C2C[CH:30]1[CH2:31][CH2:32]2)=[O:28])([CH3:25])([CH3:24])[CH3:23]. (5) Given the product [N:1]1([C:2]2[CH:3]=[C:4]3[C:9](=[CH:10][CH:11]=2)[C:8](=[O:12])[NH:7][C:6](=[O:13])[CH2:5]3)[CH:16]=[CH:20][CH:19]=[CH:18]1, predict the reactants needed to synthesize it. The reactants are: [NH2:1][C:2]1[CH:3]=[C:4]2[C:9](=[CH:10][CH:11]=1)[C:8](=[O:12])[NH:7][C:6](=[O:13])[CH2:5]2.CO[CH:16]1[CH2:20][CH2:19][CH:18](OC)O1.Cl.ClC1C=CN=CC=1. (6) Given the product [CH2:1]([O:8][CH2:9][CH2:10][CH2:11][C:12]1[CH:13]=[N+:14]([O-:18])[CH:15]=[CH:16][CH:17]=1)[C:2]1[CH:3]=[CH:4][CH:5]=[CH:6][CH:7]=1, predict the reactants needed to synthesize it. The reactants are: [CH2:1]([O:8][CH2:9][CH2:10][CH2:11][C:12]1[CH:13]=[N:14][CH:15]=[CH:16][CH:17]=1)[C:2]1[CH:7]=[CH:6][CH:5]=[CH:4][CH:3]=1.[OH:18]O.O. (7) Given the product [F:21][C:10]([F:9])([F:20])[C:11](/[N:13]=[C:14]1\[S:15][C:16]([CH3:19])=[CH:17][N:18]\1[CH2:23][C:24]1[C:33]2[C:28](=[CH:29][CH:30]=[CH:31][CH:32]=2)[CH:27]=[CH:26][CH:25]=1)=[O:12], predict the reactants needed to synthesize it. The reactants are: C(=O)([O-])[O-].[K+].[K+].[I-].[K+].[F:9][C:10]([F:21])([F:20])[C:11]([NH:13][C:14]1[S:15][C:16]([CH3:19])=[CH:17][N:18]=1)=[O:12].Cl[CH2:23][C:24]1[C:33]2[C:28](=[CH:29][CH:30]=[CH:31][CH:32]=2)[CH:27]=[CH:26][CH:25]=1.[Cl-].[Na+]. (8) Given the product [CH2:1]([O:8][C:9]([N:11]1[CH2:16][CH2:15][CH:14]([C:17]2[NH:25][C:20]3[CH:21]=[CH:22][CH:23]=[CH:24][C:19]=3[N:18]=2)[CH2:13][CH2:12]1)=[O:10])[C:2]1[CH:7]=[CH:6][CH:5]=[CH:4][CH:3]=1, predict the reactants needed to synthesize it. The reactants are: [CH2:1]([O:8][C:9]([N:11]1[CH2:16][CH2:15][CH:14]([C:17](=O)[NH:18][C:19]2[CH:24]=[CH:23][CH:22]=[CH:21][C:20]=2[NH2:25])[CH2:13][CH2:12]1)=[O:10])[C:2]1[CH:7]=[CH:6][CH:5]=[CH:4][CH:3]=1.